This data is from Catalyst prediction with 721,799 reactions and 888 catalyst types from USPTO. The task is: Predict which catalyst facilitates the given reaction. (1) Reactant: [CH2:1]([C:4]1[C:9]2[O:10][C@@H:11]([CH2:14][OH:15])[CH2:12][O:13][C:8]=2[CH:7]=[CH:6][C:5]=1[O:16][CH2:17][C:18]1[CH:23]=[CH:22][CH:21]=[CH:20][CH:19]=1)[CH:2]=[CH2:3].C(N(CC)C(C)C)(C)C.[C:33]1([CH3:43])[CH:38]=[CH:37][C:36]([S:39](Cl)(=[O:41])=[O:40])=[CH:35][CH:34]=1. Product: [CH3:43][C:33]1[CH:38]=[CH:37][C:36]([S:39]([O:15][CH2:14][CH:11]2[O:10][C:9]3[C:4]([CH2:1][CH:2]=[CH2:3])=[C:5]([O:16][CH2:17][C:18]4[CH:23]=[CH:22][CH:21]=[CH:20][CH:19]=4)[CH:6]=[CH:7][C:8]=3[O:13][CH2:12]2)(=[O:41])=[O:40])=[CH:35][CH:34]=1. The catalyst class is: 2. (2) Reactant: FC(F)(F)C(O)=O.C([O:12][C:13](=[O:32])[CH2:14][CH:15]([NH:20][C:21](=[O:31])[C@@H:22]([N:24]1[CH:29]=[CH:28][CH:27]=[CH:26][C:25]1=[O:30])[CH3:23])[C:16](=[O:19])[CH2:17][F:18])(C)(C)C. Product: [F:18][CH2:17][C:16](=[O:19])[CH:15]([NH:20][C:21](=[O:31])[C@@H:22]([N:24]1[CH:29]=[CH:28][CH:27]=[CH:26][C:25]1=[O:30])[CH3:23])[CH2:14][C:13]([OH:32])=[O:12]. The catalyst class is: 4.